Dataset: Reaction yield outcomes from USPTO patents with 853,638 reactions. Task: Predict the reaction yield, written as a fraction of the theoretical maximum amount of product (1.0 means a 100% yield; for example, 0.34 means a 34% yield). The reactants are [CH3:1][C:2]1([CH3:19])[CH2:14][C:13]2=[N:15][NH:16][C:17](=[O:18])[C:10]3[C:11]4[C:12]2=[C:4]([NH:5][C:6]=4[CH:7]=[CH:8][CH:9]=3)[CH2:3]1.Br[CH2:21][CH2:22][O:23]C1CCCCO1.C([O-])([O-])=O.[K+].[K+].CC1C=CC(S(O)(=O)=O)=CC=1. The catalyst is CN(C=O)C.O.CO. The product is [OH:23][CH2:22][CH2:21][N:5]1[C:4]2[CH2:3][C:2]([CH3:19])([CH3:1])[CH2:14][C:13]3=[N:15][NH:16][C:17](=[O:18])[C:10]4[C:11]([C:12]=23)=[C:6]1[CH:7]=[CH:8][CH:9]=4. The yield is 0.690.